The task is: Binary classification across 12 toxicity assays.. This data is from Tox21: 12 toxicity assays (nuclear receptors and stress response pathways). (1) The molecule is CCCCCC[n+]1ccccc1.O=S(=O)([O-])C(F)(F)F. It tested positive (active) for: SR-ARE (Antioxidant Response Element (oxidative stress)). (2) The drug is Oc1ccc(C(c2ccc(O)cc2)(C(F)(F)F)C(F)(F)F)cc1. It tested positive (active) for: NR-AhR (Aryl hydrocarbon Receptor agonist activity), NR-ER (Estrogen Receptor agonist activity), NR-ER-LBD (Estrogen Receptor Ligand Binding Domain agonist), SR-MMP (Mitochondrial Membrane Potential disruption), and SR-p53 (p53 tumor suppressor activation). (3) The drug is Cc1cn([C@H]2C[C@H](N=[N+]=[N-])[C@@H](CO)O2)c(=O)[nH]c1=O. It tested positive (active) for: NR-ER (Estrogen Receptor agonist activity).